Predict the reactants needed to synthesize the given product. From a dataset of Full USPTO retrosynthesis dataset with 1.9M reactions from patents (1976-2016). (1) Given the product [CH:43]1([N:6]2[C:7](=[O:28])[C:8]([CH2:13][C:14]3[CH:19]=[CH:18][C:17]([C:20]4[C:21]([C:26]#[N:27])=[CH:22][CH:23]=[CH:24][CH:25]=4)=[CH:16][CH:15]=3)=[C:9]([CH2:10][CH2:11][CH3:12])[N:4]3[N:3]=[C:2]([CH3:1])[N:29]=[C:5]23)[CH2:42][CH2:41][CH2:40][CH:39]=[CH:38]1, predict the reactants needed to synthesize it. The reactants are: [CH3:1][C:2]1[N:29]=[C:5]2[NH:6][C:7](=[O:28])[C:8]([CH2:13][C:14]3[CH:19]=[CH:18][C:17]([C:20]4[C:21]([C:26]#[N:27])=[CH:22][CH:23]=[CH:24][CH:25]=4)=[CH:16][CH:15]=3)=[C:9]([CH2:10][CH2:11][CH3:12])[N:4]2[N:3]=1.[H-].[Na+].CN(C)C=O.Br[CH:38]1[CH2:43][CH2:42][CH2:41][CH:40]=[CH:39]1. (2) Given the product [CH2:29]([O:28][C:7]1[C:8]2[C:9](=[O:27])[N:10]([C:14]3[CH:19]=[CH:18][C:17]([CH2:20][C:21]([O:23][CH2:24][CH3:25])=[O:22])=[C:16]([F:26])[CH:15]=3)[CH:11]([OH:13])[C:12]=2[C:4]([O:3][CH2:1][CH3:2])=[C:5]2[CH:34]=[CH:33][CH:32]=[CH:31][C:6]=12)[CH3:30], predict the reactants needed to synthesize it. The reactants are: [CH2:1]([O:3][C:4]1[C:12]2[C:11](=[O:13])[N:10]([C:14]3[CH:19]=[CH:18][C:17]([CH2:20][C:21]([O:23][CH2:24][CH3:25])=[O:22])=[C:16]([F:26])[CH:15]=3)[C:9](=[O:27])[C:8]=2[C:7]([O:28][CH2:29][CH3:30])=[C:6]2[CH:31]=[CH:32][CH:33]=[CH:34][C:5]=12)[CH3:2].O1CCCC1.[BH4-].[Na+]. (3) Given the product [CH3:18][N:16]([CH3:17])[S:13]([N:11]1[CH:12]=[C:8]([C:5]2[CH:6]=[CH:7][C:2]([F:1])=[C:3]([C:40]3[CH:36]=[CH:37][N:38]([C:41]([O:43][C:44]([CH3:47])([CH3:46])[CH3:45])=[O:42])[CH:39]=3)[CH:4]=2)[C:9]([C:19]2[CH:24]=[CH:23][CH:22]=[C:21]([CH3:25])[N:20]=2)=[N:10]1)(=[O:15])=[O:14], predict the reactants needed to synthesize it. The reactants are: [F:1][C:2]1[CH:7]=[CH:6][C:5]([C:8]2[C:9]([C:19]3[CH:24]=[CH:23][CH:22]=[C:21]([CH3:25])[N:20]=3)=[N:10][N:11]([S:13]([N:16]([CH3:18])[CH3:17])(=[O:15])=[O:14])[CH:12]=2)=[CH:4][C:3]=1B1OC(C)(C)C(C)(C)O1.Br[C:36]1[CH:40]=[CH:39][N:38]([C:41]([O:43][C:44]([CH3:47])([CH3:46])[CH3:45])=[O:42])[CH:37]=1.O. (4) Given the product [Br:1][C:2]1[CH:3]=[C:4](/[CH:5]=[N:17]/[S@@:15]([C:12]([CH3:14])([CH3:13])[CH3:11])=[O:16])[CH:7]=[C:8]([F:10])[CH:9]=1, predict the reactants needed to synthesize it. The reactants are: [Br:1][C:2]1[CH:3]=[C:4]([CH:7]=[C:8]([F:10])[CH:9]=1)[CH:5]=O.[CH3:11][C:12]([S@:15]([NH2:17])=[O:16])([CH3:14])[CH3:13].C([O-])([O-])=O.[Cs+].[Cs+]. (5) Given the product [Br:13][C:14]1[CH:19]=[C:18]([C:6](=[O:12])[C:7]([O:9][CH2:10][CH3:11])=[O:8])[CH:17]=[CH:16][C:15]=1[S:20][CH:21]1[CH2:23][CH2:22]1, predict the reactants needed to synthesize it. The reactants are: [Cl-].[Al+3].[Cl-].[Cl-].Cl[C:6](=[O:12])[C:7]([O:9][CH2:10][CH3:11])=[O:8].[Br:13][C:14]1[CH:19]=[CH:18][CH:17]=[CH:16][C:15]=1[S:20][CH:21]1[CH2:23][CH2:22]1.O. (6) Given the product [CH3:41][O:40][C:23]1[CH:22]=[C:21]([O:20][CH2:19][C:18]2[CH:17]=[C:16]([C:12]3[S:13][C:14]([CH3:15])=[C:10]([CH2:9][OH:8])[N:11]=3)[CH:44]=[CH:43][CH:42]=2)[C:26]2[CH:27]=[C:28]([C:30]3[N:31]=[C:32]4[N:36]([CH:37]=3)[N:35]=[C:34]([O:38][CH3:39])[S:33]4)[O:29][C:25]=2[CH:24]=1, predict the reactants needed to synthesize it. The reactants are: [Si]([O:8][CH2:9][C:10]1[N:11]=[C:12]([C:16]2[CH:17]=[C:18]([CH:42]=[CH:43][CH:44]=2)[CH2:19][O:20][C:21]2[C:26]3[CH:27]=[C:28]([C:30]4[N:31]=[C:32]5[N:36]([CH:37]=4)[N:35]=[C:34]([O:38][CH3:39])[S:33]5)[O:29][C:25]=3[CH:24]=[C:23]([O:40][CH3:41])[CH:22]=2)[S:13][C:14]=1[CH3:15])(C(C)(C)C)(C)C.F.F.F.C(N(CC)CC)C. (7) Given the product [CH2:52]([O:42][C:41](=[O:43])[C@H:19]([CH2:20][CH2:21][CH2:22][NH:23][C:24](=[NH:40])[NH:25][C:26]1[C:27]([CH3:39])=[C:28]([CH3:38])[C:29]2[O:33][C:32]([CH3:35])([CH3:34])[CH2:31][C:30]=2[C:36]=1[CH3:37])[NH:18][C:16]([O:15][CH2:14][CH:12]1[C:11]2[CH:10]=[CH:9][CH:8]=[CH:7][C:6]=2[C:5]2[C:13]1=[CH:1][CH:2]=[CH:3][CH:4]=2)=[O:17])[CH:51]=[CH2:50], predict the reactants needed to synthesize it. The reactants are: [CH:1]1[C:13]2[CH:12]([CH2:14][O:15][C:16]([NH:18][C@H:19]([C:41]([OH:43])=[O:42])[CH2:20][CH2:21][CH2:22][NH:23][C:24](=[NH:40])[NH:25][C:26]3[C:27]([CH3:39])=[C:28]([CH3:38])[C:29]4[O:33][C:32]([CH3:35])([CH3:34])[CH2:31][C:30]=4[C:36]=3[CH3:37])=[O:17])[C:11]3[C:6](=[CH:7][CH:8]=[CH:9][CH:10]=3)[C:5]=2[CH:4]=[CH:3][CH:2]=1.C(=O)([O-])[O-].[Cs+].[Cs+].[CH2:50](Br)[CH:51]=[CH2:52].OS([O-])(=O)=O.[K+].